Dataset: Forward reaction prediction with 1.9M reactions from USPTO patents (1976-2016). Task: Predict the product of the given reaction. (1) Given the reactants [CH2:1]([N:3]([CH2:30][CH3:31])[CH2:4][CH2:5][NH:6][C:7]([C:9]1[C:17]2[CH2:16][CH2:15][CH2:14]/[C:13](=[C:18]3/[C:19](=[O:28])[NH:20][C:21]4[C:26]/3=[CH:25][C:24]([F:27])=[CH:23][CH:22]=4)/[C:12]=2[NH:11][C:10]=1[CH3:29])=[O:8])[CH3:2].C(#N)C.[C:35]([OH:42])(=[O:41])/[CH:36]=[CH:37]\[C:38]([OH:40])=[O:39], predict the reaction product. The product is: [C:35]([OH:42])(=[O:41])/[CH:36]=[CH:37]\[C:38]([OH:40])=[O:39].[CH2:30]([N:3]([CH2:1][CH3:2])[CH2:4][CH2:5][NH:6][C:7]([C:9]1[C:17]2[CH2:16][CH2:15][CH2:14]/[C:13](=[C:18]3/[C:19](=[O:28])[NH:20][C:21]4[C:26]/3=[CH:25][C:24]([F:27])=[CH:23][CH:22]=4)/[C:12]=2[NH:11][C:10]=1[CH3:29])=[O:8])[CH3:31]. (2) Given the reactants [Cl:1][C:2]1[C:11]2[C:6](=[CH:7][C:8]([CH3:12])=[CH:9][CH:10]=2)[N:5]=[C:4]([C:13]#[N:14])[CH:3]=1.C1C(=O)N([Br:22])C(=O)C1.C(OOC(=O)C1C=CC=CC=1)(=O)C1C=CC=CC=1, predict the reaction product. The product is: [Br:22][CH2:12][C:8]1[CH:7]=[C:6]2[C:11]([C:2]([Cl:1])=[CH:3][C:4]([C:13]#[N:14])=[N:5]2)=[CH:10][CH:9]=1. (3) Given the reactants C[O:2][C:3]1[CH:4]=[C:5]2[C:10](=[CH:11][CH:12]=1)[C:9]([O:13][C:14]1[CH:28]=[CH:27][C:17]([O:18][CH2:19][CH2:20][N:21]3[CH2:26][CH2:25][CH2:24][CH2:23][CH2:22]3)=[CH:16][CH:15]=1)=[C:8]([C:29]1[S:30][CH:31]=[CH:32][CH:33]=1)[CH:7]=[CH:6]2.[ClH:34].B(Br)(Br)Br, predict the reaction product. The product is: [ClH:34].[N:21]1([CH2:20][CH2:19][O:18][C:17]2[CH:16]=[CH:15][C:14]([O:13][C:9]3[C:8]([C:29]4[S:30][CH:31]=[CH:32][CH:33]=4)=[CH:7][CH:6]=[C:5]4[C:10]=3[CH:11]=[CH:12][C:3]([OH:2])=[CH:4]4)=[CH:28][CH:27]=2)[CH2:26][CH2:25][CH2:24][CH2:23][CH2:22]1. (4) Given the reactants [I:1][C:2]1[CH:7]=[CH:6][CH:5]=[CH:4][C:3]=1[CH:8]([CH3:12])[C:9](O)=[O:10].CC[N:15](C(C)C)C(C)C.C1C=CC2N(O)N=NC=2C=1.CCN=C=NCCCN(C)C.Cl.Cl.C(=O)([O-])[O-].[NH4+].[NH4+], predict the reaction product. The product is: [I:1][C:2]1[CH:7]=[CH:6][CH:5]=[CH:4][C:3]=1[CH:8]([CH3:12])[C:9]([NH2:15])=[O:10]. (5) Given the reactants [C:1]1([CH2:7][O:8][C:9]([NH:11][CH2:12][C@@H:13]2[CH2:18][CH2:17][CH2:16][N:15](C(OC(C)(C)C)=O)[CH2:14]2)=[O:10])[CH:6]=[CH:5][CH:4]=[CH:3][CH:2]=1.Cl.O1CCOCC1, predict the reaction product. The product is: [NH:15]1[CH2:16][CH2:17][CH2:18][C@@H:13]([CH2:12][NH:11][C:9](=[O:10])[O:8][CH2:7][C:1]2[CH:6]=[CH:5][CH:4]=[CH:3][CH:2]=2)[CH2:14]1. (6) Given the reactants [CH3:1][O:2][C:3]1[N:8]=[C:7]([NH2:9])[CH:6]=[CH:5][C:4]=1[C:10]1[CH:11]=[N:12][N:13]([CH3:15])[CH:14]=1.Cl[C:17]1[CH:18]=[CH:19][C:20]2[CH2:21][N:22]([CH3:35])[CH2:23][CH:24]([C:28]3[CH:33]=[C:32]([CH3:34])[CH:31]=[CH:30][N:29]=3)[O:25][C:26]=2[N:27]=1.CC(C)([O-])C.[Na+].C1(P(C2C=CC=CC=2)C2C=CC3C(=CC=CC=3)C=2C2C3C(=CC=CC=3)C=CC=2P(C2C=CC=CC=2)C2C=CC=CC=2)C=CC=CC=1, predict the reaction product. The product is: [NH3:8].[CH3:1][O:2][C:3]1[N:8]=[C:7]([NH:9][C:17]2[CH:18]=[CH:19][C:20]3[CH2:21][N:22]([CH3:35])[CH2:23][CH:24]([C:28]4[CH:33]=[C:32]([CH3:34])[CH:31]=[CH:30][N:29]=4)[O:25][C:26]=3[N:27]=2)[CH:6]=[CH:5][C:4]=1[C:10]1[CH:11]=[N:12][N:13]([CH3:15])[CH:14]=1. (7) Given the reactants [CH:1]1([C:4]2[C:5]([CH2:14][CH2:15]O)=[CH:6][C:7]3[CH2:11][O:10][C:9](=[O:12])[C:8]=3[CH:13]=2)[CH2:3][CH2:2]1.CS(Cl)(=O)=O.[Cl-].[NH4+].C1CCN2C(=NCCC2)CC1, predict the reaction product. The product is: [CH:1]1([C:4]2[C:5]([CH:14]=[CH2:15])=[CH:6][C:7]3[CH2:11][O:10][C:9](=[O:12])[C:8]=3[CH:13]=2)[CH2:3][CH2:2]1.